From a dataset of Peptide-MHC class II binding affinity with 134,281 pairs from IEDB. Regression. Given a peptide amino acid sequence and an MHC pseudo amino acid sequence, predict their binding affinity value. This is MHC class II binding data. The peptide sequence is GELQIVDKIIAAFKI. The MHC is DRB5_0101 with pseudo-sequence DRB5_0101. The binding affinity (normalized) is 0.995.